Dataset: Full USPTO retrosynthesis dataset with 1.9M reactions from patents (1976-2016). Task: Predict the reactants needed to synthesize the given product. (1) The reactants are: [C:1](Cl)(=[O:6])[C:2]([CH3:5])([CH3:4])[CH3:3].[O:8]=[C:9]1[NH:13][C:12](=[O:14])[CH:11]([CH2:15][C:16]2[CH:26]=[CH:25][C:19]([O:20][CH2:21][C:22]([OH:24])=[O:23])=[CH:18][CH:17]=2)[S:10]1.C(N(CCCC)CCCC)CCC. Given the product [O:8]=[C:9]1[NH:13][C:12](=[O:14])[CH:11]([CH2:15][C:16]2[CH:26]=[CH:25][C:19]([O:20][CH2:21][C:22]([OH:24])=[O:23])=[CH:18][CH:17]=2)[S:10]1.[C:1]([OH:6])(=[O:8])[C:2]([CH3:5])([CH3:4])[CH3:3], predict the reactants needed to synthesize it. (2) Given the product [CH:19]([N:32]1[CH2:35][CH:34]([CH2:36][O:17][C:14]2[CH:15]=[CH:16][C:11]([C:5]3([CH2:4][N:2]([CH3:1])[CH3:3])[CH2:6][CH2:7][O:8][CH2:9][CH2:10]3)=[CH:12][CH:13]=2)[CH2:33]1)([C:26]1[CH:27]=[CH:28][CH:29]=[CH:30][CH:31]=1)[C:20]1[CH:21]=[CH:22][CH:23]=[CH:24][CH:25]=1, predict the reactants needed to synthesize it. The reactants are: [CH3:1][N:2]([CH2:4][C:5]1([C:11]2[CH:16]=[CH:15][C:14]([OH:17])=[CH:13][CH:12]=2)[CH2:10][CH2:9][O:8][CH2:7][CH2:6]1)[CH3:3].Cl.[CH:19]([N:32]1[CH2:35][CH:34]([CH2:36]Cl)[CH2:33]1)([C:26]1[CH:31]=[CH:30][CH:29]=[CH:28][CH:27]=1)[C:20]1[CH:25]=[CH:24][CH:23]=[CH:22][CH:21]=1.CN(C)C=O.C(=O)([O-])[O-].[K+].[K+]. (3) Given the product [NH2:31][C:20]1[N:19]=[C:18]([C:11]2[C:12]3[C:17](=[CH:16][CH:15]=[CH:14][CH:13]=3)[N:9]([CH2:8][C:7]3[C:6]([F:35])=[CH:5][C:4]([O:3][CH2:1][CH3:2])=[CH:33][C:32]=3[F:34])[N:10]=2)[N:23]=[C:22]([NH:24][C:37]([NH:36][CH2:39][CH3:40])=[O:38])[C:21]=1[N:25]1[CH2:30][CH2:29][O:28][CH2:27][CH2:26]1, predict the reactants needed to synthesize it. The reactants are: [CH2:1]([O:3][C:4]1[CH:33]=[C:32]([F:34])[C:7]([CH2:8][N:9]2[C:17]3[C:12](=[CH:13][CH:14]=[CH:15][CH:16]=3)[C:11]([C:18]3[N:23]=[C:22]([NH2:24])[C:21]([N:25]4[CH2:30][CH2:29][O:28][CH2:27][CH2:26]4)=[C:20]([NH2:31])[N:19]=3)=[N:10]2)=[C:6]([F:35])[CH:5]=1)[CH3:2].[N:36]([CH2:39][CH3:40])=[C:37]=[O:38]. (4) Given the product [CH2:12]([C:14]1[CH:22]=[CH:21][CH:20]=[C:19]([CH2:23][CH3:24])[C:15]=1[C:16]([NH:11][C@@H:7]1[CH2:8][CH2:9][CH2:10][C@@H:6]1[N:1]1[CH2:2][CH2:3][CH2:4][CH2:5]1)=[O:17])[CH3:13], predict the reactants needed to synthesize it. The reactants are: [N:1]1([C@H:6]2[CH2:10][CH2:9][CH2:8][C@H:7]2[NH2:11])[CH2:5][CH2:4][CH2:3][CH2:2]1.[CH2:12]([C:14]1[CH:22]=[CH:21][CH:20]=[C:19]([CH2:23][CH3:24])[C:15]=1[C:16](O)=[O:17])[CH3:13]. (5) Given the product [Cl:15][C:2]1[CH:3]=[CH:4][C:5]2[C:6](=[O:11])[CH2:7][CH2:8][CH2:9][C:10]=2[N:1]=1, predict the reactants needed to synthesize it. The reactants are: [NH:1]1[C:10]2[CH2:9][CH2:8][CH2:7][C:6](=[O:11])[C:5]=2[CH:4]=[CH:3][C:2]1=O.O=P(Cl)(Cl)[Cl:15]. (6) Given the product [N:14]([C:11]([C:9]1[N:10]=[C:5]2[CH:4]=[CH:3][C:2]([Cl:1])=[N:7][N:6]2[CH:8]=1)=[O:12])=[N+:15]=[N-:16], predict the reactants needed to synthesize it. The reactants are: [Cl:1][C:2]1[CH:3]=[CH:4][C:5]2[N:6]([CH:8]=[C:9]([C:11](Cl)=[O:12])[N:10]=2)[N:7]=1.[N-:14]=[N+:15]=[N-:16].[Na+].C([O-])(O)=O.[Na+].